This data is from Full USPTO retrosynthesis dataset with 1.9M reactions from patents (1976-2016). The task is: Predict the reactants needed to synthesize the given product. Given the product [CH2:13]([O:10][CH2:9][C:2]1[CH:3]=[CH:4][CH:5]=[C:6]([CH2:7][OH:8])[N:1]=1)[C:14]1[CH:19]=[CH:18][CH:17]=[CH:16][CH:15]=1, predict the reactants needed to synthesize it. The reactants are: [N:1]1[C:6]([CH2:7][OH:8])=[CH:5][CH:4]=[CH:3][C:2]=1[CH2:9][OH:10].[OH-].[K+].[CH2:13](Br)[C:14]1[CH:19]=[CH:18][CH:17]=[CH:16][CH:15]=1.